This data is from Full USPTO retrosynthesis dataset with 1.9M reactions from patents (1976-2016). The task is: Predict the reactants needed to synthesize the given product. (1) Given the product [CH3:14][O:11][C:10](=[O:12])/[CH:9]=[CH:8]/[C:4]1[CH:5]=[CH:6][CH:7]=[C:2]([Cl:1])[C:3]=1[F:13], predict the reactants needed to synthesize it. The reactants are: [Cl:1][C:2]1[C:3]([F:13])=[C:4](/[CH:8]=[CH:9]/[C:10]([OH:12])=[O:11])[CH:5]=[CH:6][CH:7]=1.[CH3:14][Si](C=[N+]=[N-])(C)C. (2) Given the product [CH2:18]([N:15]1[C:16]2[CH:17]=[C:9]3[N:8]=[C:7]([C:3]4[C:2]([NH:1][C:28](=[O:29])[C:27]5[CH:31]=[C:32]([F:35])[C:33]([F:34])=[C:25]([F:24])[CH:26]=5)=[CH:6][NH:5][N:4]=4)[NH:23][C:10]3=[CH:11][C:12]=2[C:13]([CH3:22])([CH3:21])[C:14]1=[O:20])[CH3:19], predict the reactants needed to synthesize it. The reactants are: [NH2:1][C:2]1[C:3]([C:7]2[NH:23][C:10]3=[CH:11][C:12]4[C:13]([CH3:22])([CH3:21])[C:14](=[O:20])[N:15]([CH2:18][CH3:19])[C:16]=4[CH:17]=[C:9]3[N:8]=2)=[N:4][NH:5][CH:6]=1.[F:24][C:25]1[CH:26]=[C:27]([CH:31]=[C:32]([F:35])[C:33]=1[F:34])[C:28](Cl)=[O:29]. (3) Given the product [CH3:2][C:3]1[CH:4]=[CH:5][C:6]([CH:9]([C:17]2[CH:18]=[CH:19][C:20]([CH3:23])=[CH:21][CH:22]=2)[CH:10]2[C:15](=[O:16])[CH2:14][CH2:13][N:12]([CH2:35][C:34]3[CH:37]=[CH:38][C:31]([OH:30])=[CH:32][CH:33]=3)[CH2:11]2)=[CH:7][CH:8]=1, predict the reactants needed to synthesize it. The reactants are: Cl.[CH3:2][C:3]1[CH:8]=[CH:7][C:6]([CH:9]([C:17]2[CH:22]=[CH:21][C:20]([CH3:23])=[CH:19][CH:18]=2)[CH:10]2[C:15](=[O:16])[CH2:14][CH2:13][NH:12][CH2:11]2)=[CH:5][CH:4]=1.C(NCC)(C)C.[OH:30][C:31]1[CH:38]=[CH:37][C:34]([CH2:35]O)=[CH:33][CH:32]=1.